From a dataset of Forward reaction prediction with 1.9M reactions from USPTO patents (1976-2016). Predict the product of the given reaction. (1) Given the reactants Cl.CO[C:4]([C@@:6]1([CH3:12])[CH2:10][CH2:9][CH2:8][N:7]1[NH2:11])=[O:5].[O:13]=[C:14]([NH:19][C:20]1[CH:25]=[CH:24][C:23]([C:26]([F:29])([F:28])[F:27])=[CH:22][C:21]=1[C:30]1[CH:35]=[C:34]([C:36]([F:39])([F:38])[F:37])[N:33]=[CH:32][N:31]=1)[CH2:15][C:16]([O-])=[O:17], predict the reaction product. The product is: [OH:5][C:4]1[C@@:6]2([CH3:12])[CH2:10][CH2:9][CH2:8][N:7]2[NH:11][C:16](=[O:17])[C:15]=1[C:14]([NH:19][C:20]1[CH:25]=[CH:24][C:23]([C:26]([F:29])([F:28])[F:27])=[CH:22][C:21]=1[C:30]1[CH:35]=[C:34]([C:36]([F:38])([F:39])[F:37])[N:33]=[CH:32][N:31]=1)=[O:13]. (2) Given the reactants [F:1][C:2]([F:10])([F:9])[C:3]([CH3:8])([CH3:7])[C:4]([OH:6])=[O:5].Br[CH2:12][C:13]1[CH:22]=[CH:21][C:20]2[C:15](=[CH:16][CH:17]=[CH:18][CH:19]=2)[CH:14]=1.C(=O)([O-])[O-].[K+].[K+], predict the reaction product. The product is: [F:1][C:2]([F:10])([F:9])[C:3]([CH3:8])([CH3:7])[C:4]([O:6][CH2:12][C:13]1[CH:22]=[CH:21][C:20]2[C:15](=[CH:16][CH:17]=[CH:18][CH:19]=2)[CH:14]=1)=[O:5]. (3) The product is: [CH3:1][C:2]1([CH3:27])[O:6][C:5](=[O:7])[N:4]([CH:8]2[CH2:9][CH2:10][NH:11][CH2:12][CH2:13]2)[C@H:3]1[C:21]1[CH:26]=[CH:25][CH:24]=[CH:23][CH:22]=1. Given the reactants [CH3:1][C:2]1([CH3:27])[O:6][C:5](=[O:7])[N:4]([CH:8]2[CH2:13][CH2:12][N:11](C(OC(C)(C)C)=O)[CH2:10][CH2:9]2)[C@H:3]1[C:21]1[CH:26]=[CH:25][CH:24]=[CH:23][CH:22]=1.FC(F)(F)C(O)=O, predict the reaction product. (4) Given the reactants [C:1]([N:8]1[CH2:13][C:12]([C:14]([O:16]CC)=[O:15])=[CH:11][CH2:10][CH2:9]1)([O:3][C:4]([CH3:7])([CH3:6])[CH3:5])=[O:2].[OH-].[Na+].S([O-])(O)(=O)=O.[K+], predict the reaction product. The product is: [C:4]([O:3][C:1]([N:8]1[CH2:13][C:12]([C:14]([OH:16])=[O:15])=[CH:11][CH2:10][CH2:9]1)=[O:2])([CH3:7])([CH3:5])[CH3:6].